From a dataset of NCI-60 drug combinations with 297,098 pairs across 59 cell lines. Regression. Given two drug SMILES strings and cell line genomic features, predict the synergy score measuring deviation from expected non-interaction effect. (1) Drug 1: CCC(=C(C1=CC=CC=C1)C2=CC=C(C=C2)OCCN(C)C)C3=CC=CC=C3.C(C(=O)O)C(CC(=O)O)(C(=O)O)O. Drug 2: CCCCC(=O)OCC(=O)C1(CC(C2=C(C1)C(=C3C(=C2O)C(=O)C4=C(C3=O)C=CC=C4OC)O)OC5CC(C(C(O5)C)O)NC(=O)C(F)(F)F)O. Cell line: HCT-15. Synergy scores: CSS=52.2, Synergy_ZIP=5.41, Synergy_Bliss=7.92, Synergy_Loewe=-4.72, Synergy_HSA=7.54. (2) Drug 2: CC1CCC2CC(C(=CC=CC=CC(CC(C(=O)C(C(C(=CC(C(=O)CC(OC(=O)C3CCCCN3C(=O)C(=O)C1(O2)O)C(C)CC4CCC(C(C4)OC)OCCO)C)C)O)OC)C)C)C)OC. Cell line: HT29. Synergy scores: CSS=-11.0, Synergy_ZIP=2.97, Synergy_Bliss=-4.42, Synergy_Loewe=-14.2, Synergy_HSA=-13.7. Drug 1: COC1=NC(=NC2=C1N=CN2C3C(C(C(O3)CO)O)O)N. (3) Drug 1: CC1=C2C(C(=O)C3(C(CC4C(C3C(C(C2(C)C)(CC1OC(=O)C(C(C5=CC=CC=C5)NC(=O)OC(C)(C)C)O)O)OC(=O)C6=CC=CC=C6)(CO4)OC(=O)C)OC)C)OC. Drug 2: C1CNP(=O)(OC1)N(CCCl)CCCl. Cell line: NCI-H522. Synergy scores: CSS=25.0, Synergy_ZIP=-6.90, Synergy_Bliss=-11.5, Synergy_Loewe=-64.7, Synergy_HSA=-11.7. (4) Drug 1: CC1C(C(CC(O1)OC2CC(OC(C2O)C)OC3=CC4=CC5=C(C(=O)C(C(C5)C(C(=O)C(C(C)O)O)OC)OC6CC(C(C(O6)C)O)OC7CC(C(C(O7)C)O)OC8CC(C(C(O8)C)O)(C)O)C(=C4C(=C3C)O)O)O)O. Drug 2: CC1=C(N=C(N=C1N)C(CC(=O)N)NCC(C(=O)N)N)C(=O)NC(C(C2=CN=CN2)OC3C(C(C(C(O3)CO)O)O)OC4C(C(C(C(O4)CO)O)OC(=O)N)O)C(=O)NC(C)C(C(C)C(=O)NC(C(C)O)C(=O)NCCC5=NC(=CS5)C6=NC(=CS6)C(=O)NCCC[S+](C)C)O. Cell line: MDA-MB-231. Synergy scores: CSS=48.3, Synergy_ZIP=-3.55, Synergy_Bliss=1.90, Synergy_Loewe=1.06, Synergy_HSA=1.40.